This data is from Catalyst prediction with 721,799 reactions and 888 catalyst types from USPTO. The task is: Predict which catalyst facilitates the given reaction. (1) Reactant: Br[C:2]1[CH:7]=[C:6]([C:8]([F:11])([F:10])[F:9])[CH:5]=[C:4]([S:12][CH2:13][CH3:14])[CH:3]=1.[B:15]1([B:15]2[O:19][C:18]([CH3:21])([CH3:20])[C:17]([CH3:23])([CH3:22])[O:16]2)[O:19][C:18]([CH3:21])([CH3:20])[C:17]([CH3:23])([CH3:22])[O:16]1.C(Cl)Cl.C([O-])(=O)C.[K+]. Product: [CH2:13]([S:12][C:4]1[CH:3]=[C:2]([B:15]2[O:19][C:18]([CH3:21])([CH3:20])[C:17]([CH3:23])([CH3:22])[O:16]2)[CH:7]=[C:6]([C:8]([F:11])([F:10])[F:9])[CH:5]=1)[CH3:14]. The catalyst class is: 16. (2) Reactant: F[C:2]1[C:7]([I:8])=[CH:6][CH:5]=[CH:4][N:3]=1.[CH:9]1([CH2:12][NH2:13])[CH2:11][CH2:10]1.C(N(CC)CC)C. Product: [CH:9]1([CH2:12][NH:13][C:2]2[C:7]([I:8])=[CH:6][CH:5]=[CH:4][N:3]=2)[CH2:11][CH2:10]1. The catalyst class is: 3. (3) Reactant: [S:1]1[CH:5]=[CH:4][N:3]=[C:2]1[N:6]1[CH2:11][CH2:10][CH:9]([O:12][C:13]2[CH:18]=[CH:17][CH:16]=[CH:15][C:14]=2[C:19]([F:22])([F:21])[F:20])[CH2:8][CH2:7]1.[F:23][C:24]([F:35])([F:34])[C:25](O[C:25](=[O:26])[C:24]([F:35])([F:34])[F:23])=[O:26]. Product: [F:23][C:24]([F:35])([F:34])[C:25]([C:5]1[S:1][C:2]([N:6]2[CH2:7][CH2:8][CH:9]([O:12][C:13]3[CH:18]=[CH:17][CH:16]=[CH:15][C:14]=3[C:19]([F:22])([F:20])[F:21])[CH2:10][CH2:11]2)=[N:3][CH:4]=1)=[O:26]. The catalyst class is: 48. (4) Reactant: Cl.[NH:2]1[CH2:5][CH:4]([NH:6][C:7]2[C:12](=[O:13])[NH:11][CH:10]=[C:9]([C:14]3[CH:19]=[CH:18][N:17]=[C:16]([C:20]([NH:22][C:23]4[CH:28]=[CH:27][C:26]([CH:29]([CH3:31])[CH3:30])=[C:25]([CH3:32])[CH:24]=4)=[O:21])[CH:15]=3)[CH:8]=2)[CH2:3]1.[C:33]([Cl:37])(=[O:36])[CH:34]=[CH2:35]. Product: [ClH:37].[C:33]([N:2]1[CH2:5][CH:4]([NH:6][C:7]2[C:12](=[O:13])[NH:11][CH:10]=[C:9]([C:14]3[CH:19]=[CH:18][N:17]=[C:16]([C:20]([NH:22][C:23]4[CH:28]=[CH:27][C:26]([CH:29]([CH3:30])[CH3:31])=[C:25]([CH3:32])[CH:24]=4)=[O:21])[CH:15]=3)[CH:8]=2)[CH2:3]1)(=[O:36])[CH:34]=[CH2:35]. The catalyst class is: 2. (5) Reactant: C([Li])CCC.[CH3:6][Si:7]([CH:10]=[N+:11]=[N-:12])([CH3:9])[CH3:8].[F:13][C:14]1[CH:19]=[C:18]([I:20])[CH:17]=[CH:16][C:15]=1[NH:21][C:22]1[CH:29]=[N:28][CH:27]=[C:26]([C:30]2[CH:35]=[CH:34][CH:33]=[CH:32][C:31]=2[F:36])[C:23]=1[C:24]#[N:25]. Product: [F:13][C:14]1[CH:19]=[C:18]([I:20])[CH:17]=[CH:16][C:15]=1[NH:21][C:22]1[CH:29]=[N:28][CH:27]=[C:26]([C:30]2[CH:35]=[CH:34][CH:33]=[CH:32][C:31]=2[F:36])[C:23]=1[C:24]1[N:25]=[N:12][NH:11][C:10]=1[Si:7]([CH3:9])([CH3:8])[CH3:6]. The catalyst class is: 49. (6) Reactant: [CH2:1]([O:3][C:4]([C@H:6]1[C@@H:11]([NH:12][CH2:13][C:14]2[CH:19]=[CH:18][C:17]([CH3:20])=[C:16]([F:21])[CH:15]=2)[C@H:10]2[CH2:22][C@@H:7]1[CH2:8][CH2:9]2)=[O:5])[CH3:2].[CH3:23][S:24]([NH:27][C:28]1[CH:43]=[CH:42][C:31]2[NH:32][C:33]([CH2:38][C:39](O)=[O:40])=[N:34][S:35](=[O:37])(=[O:36])[C:30]=2[CH:29]=1)(=[O:26])=[O:25].Cl.CN(C)CCCN=C=NCC.CN1CCOCC1.Cl. Product: [CH2:1]([O:3][C:4]([C@H:6]1[C@@H:11]([N:12]([CH2:13][C:14]2[CH:19]=[CH:18][C:17]([CH3:20])=[C:16]([F:21])[CH:15]=2)[C:39](=[O:40])[CH2:38][C:33]2[NH:32][C:31]3[CH:42]=[CH:43][C:28]([NH:27][S:24]([CH3:23])(=[O:26])=[O:25])=[CH:29][C:30]=3[S:35](=[O:36])(=[O:37])[N:34]=2)[C@H:10]2[CH2:22][C@@H:7]1[CH2:8][CH2:9]2)=[O:5])[CH3:2]. The catalyst class is: 9. (7) Reactant: [F:1][C:2]1[CH:3]=[C:4]2[C:8](=[CH:9][CH:10]=1)[NH:7][C:6](=[O:11])[C:5]2=[C:12]1[C:20]2[C:15](=[CH:16][C:17]([CH2:21][CH2:22]COS(C)(=O)=O)=[CH:18][CH:19]=2)[CH:14]([CH3:29])[O:13]1.[CH3:30][NH:31][CH3:32].[CH2:33]1COCC1. Product: [CH3:30][N:31]([CH3:33])[CH2:32][CH2:22][CH2:21][C:17]1[CH:16]=[C:15]2[C:20](=[CH:19][CH:18]=1)[C:12](=[C:5]1[C:4]3[C:8](=[CH:9][CH:10]=[C:2]([F:1])[CH:3]=3)[NH:7][C:6]1=[O:11])[O:13][CH:14]2[CH3:29]. The catalyst class is: 49. (8) Reactant: [CH:1](=O)[CH2:2][CH2:3][CH2:4][CH2:5][CH2:6]C.[BH3-][C:10]#[N:11].[Na+].[NH:13]1[CH2:17][CH2:16][N:15]=[C:14]1[CH2:18][CH:19]([C:26]1[CH:27]=[C:28](N)[CH:29]=[CH:30][CH:31]=1)[C:20]1[CH:25]=[CH:24][CH:23]=[CH:22][N:21]=1.N#N. Product: [NH:13]1[CH2:17][CH2:16][N:15]=[C:14]1[CH2:18][CH:19]([C:26]1[CH:27]=[C:28]([CH2:1][CH2:2][CH2:3][CH2:4][CH2:5][CH2:6][CH2:10][NH2:11])[CH:29]=[CH:30][CH:31]=1)[C:20]1[CH:25]=[CH:24][CH:23]=[CH:22][N:21]=1. The catalyst class is: 5.